Binary Classification. Given a drug SMILES string, predict its activity (active/inactive) in a high-throughput screening assay against a specified biological target. From a dataset of Cav3 T-type calcium channel HTS with 100,875 compounds. (1) The compound is S(=O)(=O)(N1CCN(CC1)C)c1c(OC)ccc(OC)c1. The result is 0 (inactive). (2) The molecule is O=c1nc2n([nH]c(c2c(c1CC)C)C)c1ccccc1. The result is 0 (inactive). (3) The drug is S(c1c2c([nH]c1C)cccc2)CCNC(=O)COC. The result is 0 (inactive). (4) The drug is s1c2c(CCCCC2)c2NC(=O)CCCc12. The result is 0 (inactive).